This data is from Reaction yield outcomes from USPTO patents with 853,638 reactions. The task is: Predict the reaction yield, written as a fraction of the theoretical maximum amount of product (1.0 means a 100% yield; for example, 0.34 means a 34% yield). (1) The reactants are [OH-:1].[Na+].[CH:3]1[CH:8]=[CH:7][C:6]([CH2:9][C:10]2[C:15]([OH:16])=[CH:14][CH:13]=[CH:12][CH:11]=2)=[CH:5][CH:4]=1.[CH:17](Cl)(Cl)Cl.Cl. The catalyst is O.C(O)C. The product is [C:6]1([CH2:9][C:10]2[CH:11]=[CH:12][CH:13]=[C:14]([CH:17]=[O:1])[C:15]=2[OH:16])[CH:5]=[CH:4][CH:3]=[CH:8][CH:7]=1. The yield is 0.240. (2) The reactants are [CH3:1][O:2][C:3]1[CH:12]=[CH:11][C:6]([C:7]([O:9]C)=[O:8])=[CH:5][C:4]=1[C:13]#[C:14][C:15]1[CH:20]=[CH:19][CH:18]=[CH:17][N:16]=1.O.O.[OH-].[Li+]. The catalyst is C1COCC1.CO. The product is [CH3:1][O:2][C:3]1[CH:12]=[CH:11][C:6]([C:7]([OH:9])=[O:8])=[CH:5][C:4]=1[C:13]#[C:14][C:15]1[CH:20]=[CH:19][CH:18]=[CH:17][N:16]=1. The yield is 0.840. (3) The reactants are [F:1][C:2]1[CH:7]=[C:6]([CH:8]2[O:12]C(=O)[N:10]([C:14]([O:16][C:17]([CH3:20])([CH3:19])[CH3:18])=[O:15])[CH:9]2[CH2:21][C:22]2[CH:27]=[CH:26][CH:25]=[C:24]([O:28][C:29]([F:34])([F:33])[CH:30]([F:32])[F:31])[CH:23]=2)[CH:5]=[CH:4][N:3]=1.[OH-].[Na+].O. The catalyst is CO. The product is [F:1][C:2]1[CH:7]=[C:6]([CH:8]([OH:12])[CH:9]([NH:10][C:14](=[O:15])[O:16][C:17]([CH3:18])([CH3:19])[CH3:20])[CH2:21][C:22]2[CH:27]=[CH:26][CH:25]=[C:24]([O:28][C:29]([F:33])([F:34])[CH:30]([F:31])[F:32])[CH:23]=2)[CH:5]=[CH:4][N:3]=1. The yield is 0.880.